From a dataset of Full USPTO retrosynthesis dataset with 1.9M reactions from patents (1976-2016). Predict the reactants needed to synthesize the given product. (1) Given the product [CH3:23][O:24][C:25]1[CH:26]=[C:27]2[C:32](=[CH:33][C:34]=1[O:35][CH3:36])[N:31]=[C:30]([O:18][S:16]([C:19]([F:22])([F:21])[F:20])(=[O:17])=[O:15])[CH:29]=[CH:28]2, predict the reactants needed to synthesize it. The reactants are: COC1C=C2C(=CC=1OC)N=CC=C2[O:15][S:16]([C:19]([F:22])([F:21])[F:20])(=[O:18])=[O:17].[CH3:23][O:24][C:25]1[CH:26]=[C:27]2[C:32](=[CH:33][C:34]=1[O:35][CH3:36])[N:31]=[CH:30][CH:29]=[C:28]2O.N1C(C)=CC=CC=1C.FC(F)(F)S(Cl)(=O)=O. (2) Given the product [Br:48][C:46]1[N:47]=[C:43]([N:42]([C:52]([O:54][C:55]([CH3:58])([CH3:57])[CH3:56])=[O:53])[C:40]([O:39][C:36]([CH3:38])([CH3:37])[CH3:35])=[O:41])[NH:44][C:45]=1[C:49]([NH:15][CH2:16][C:17]1[CH:22]=[CH:21][C:20]([Cl:23])=[C:19]([O:24][C:25]2[CH:26]=[C:27]([C:28]#[N:29])[CH:30]=[C:31]([Cl:33])[CH:32]=2)[C:18]=1[F:34])=[O:50], predict the reactants needed to synthesize it. The reactants are: C(Cl)CCl.C1C=CC2N(O)N=NC=2C=1.[NH2:15][CH2:16][C:17]1[C:18]([F:34])=[C:19]([O:24][C:25]2[CH:26]=[C:27]([CH:30]=[C:31]([Cl:33])[CH:32]=2)[C:28]#[N:29])[C:20]([Cl:23])=[CH:21][CH:22]=1.[CH3:35][C:36]([O:39][C:40]([N:42]([C:52]([O:54][C:55]([CH3:58])([CH3:57])[CH3:56])=[O:53])[C:43]1[NH:44][C:45]([C:49](O)=[O:50])=[C:46]([Br:48])[N:47]=1)=[O:41])([CH3:38])[CH3:37].C(=O)(O)[O-].[Na+]. (3) Given the product [F:1][C:2]1[CH:9]=[CH:8][C:5]([CH:6]=[C:20]2[C:19]3[CH:18]=[CH:17][CH:16]=[CH:15][C:14]=3[CH2:13][CH2:12][C:26]3[CH:25]=[CH:24][CH:23]=[CH:22][C:21]2=3)=[CH:4][C:3]=1[O:10][CH3:11], predict the reactants needed to synthesize it. The reactants are: [F:1][C:2]1[CH:9]=[CH:8][C:5]([CH:6]=O)=[CH:4][C:3]=1[O:10][CH3:11].[CH2:12]1[C:26]2[C:21](=[CH:22][CH:23]=[CH:24][CH:25]=2)[CH2:20][C:19]2[C:14](=[CH:15][CH:16]=[CH:17][CH:18]=2)[CH2:13]1. (4) Given the product [F:23][C:20]1[CH:21]=[CH:22][C:17]([NH:16][C:4]2[N:5]=[C:6]([NH:8][C:9]3[CH:14]=[CH:13][C:12]([F:15])=[CH:11][CH:10]=3)[N:7]=[C:2]([NH:24]/[N:25]=[CH:26]/[C:27]3[CH:33]=[CH:32][CH:31]=[CH:30][C:28]=3[OH:29])[N:3]=2)=[CH:18][CH:19]=1, predict the reactants needed to synthesize it. The reactants are: Cl[C:2]1[N:7]=[C:6]([NH:8][C:9]2[CH:14]=[CH:13][C:12]([F:15])=[CH:11][CH:10]=2)[N:5]=[C:4]([NH:16][C:17]2[CH:22]=[CH:21][C:20]([F:23])=[CH:19][CH:18]=2)[N:3]=1.[NH2:24][NH2:25].[CH:26](=O)[C:27]1[C:28](=[CH:30][CH:31]=[CH:32][CH:33]=1)[OH:29].